This data is from Full USPTO retrosynthesis dataset with 1.9M reactions from patents (1976-2016). The task is: Predict the reactants needed to synthesize the given product. Given the product [CH3:13][N:14]1[C:4](=[O:3])[CH:6]2[C:11]([CH2:10][CH2:9][CH2:8][CH2:7]2)=[N:15]1, predict the reactants needed to synthesize it. The reactants are: CC[O:3][C:4]([CH:6]1[C:11](=O)[CH2:10][CH2:9][CH2:8][CH2:7]1)=O.[CH3:13][NH:14][NH2:15].